Task: Regression. Given two drug SMILES strings and cell line genomic features, predict the synergy score measuring deviation from expected non-interaction effect.. Dataset: NCI-60 drug combinations with 297,098 pairs across 59 cell lines (1) Drug 1: CC1=C(C=C(C=C1)NC2=NC=CC(=N2)N(C)C3=CC4=NN(C(=C4C=C3)C)C)S(=O)(=O)N.Cl. Drug 2: C(CCl)NC(=O)N(CCCl)N=O. Cell line: HOP-62. Synergy scores: CSS=-1.68, Synergy_ZIP=0.747, Synergy_Bliss=1.08, Synergy_Loewe=-5.87, Synergy_HSA=-3.47. (2) Drug 1: CC1OCC2C(O1)C(C(C(O2)OC3C4COC(=O)C4C(C5=CC6=C(C=C35)OCO6)C7=CC(=C(C(=C7)OC)O)OC)O)O. Drug 2: CNC(=O)C1=NC=CC(=C1)OC2=CC=C(C=C2)NC(=O)NC3=CC(=C(C=C3)Cl)C(F)(F)F. Cell line: OVCAR3. Synergy scores: CSS=34.4, Synergy_ZIP=-5.96, Synergy_Bliss=-0.158, Synergy_Loewe=-4.70, Synergy_HSA=0.384. (3) Drug 1: C1CC(=O)NC(=O)C1N2CC3=C(C2=O)C=CC=C3N. Drug 2: C1CN(CCN1C(=O)CCBr)C(=O)CCBr. Cell line: HOP-62. Synergy scores: CSS=11.1, Synergy_ZIP=-6.54, Synergy_Bliss=-0.499, Synergy_Loewe=-13.1, Synergy_HSA=-0.531. (4) Drug 1: CC1=C2C(C(=O)C3(C(CC4C(C3C(C(C2(C)C)(CC1OC(=O)C(C(C5=CC=CC=C5)NC(=O)OC(C)(C)C)O)O)OC(=O)C6=CC=CC=C6)(CO4)OC(=O)C)O)C)O. Drug 2: C1CNP(=O)(OC1)N(CCCl)CCCl. Cell line: A498. Synergy scores: CSS=2.87, Synergy_ZIP=-0.614, Synergy_Bliss=0.419, Synergy_Loewe=-2.26, Synergy_HSA=-2.25. (5) Drug 1: CC1=C2C(C(=O)C3(C(CC4C(C3C(C(C2(C)C)(CC1OC(=O)C(C(C5=CC=CC=C5)NC(=O)OC(C)(C)C)O)O)OC(=O)C6=CC=CC=C6)(CO4)OC(=O)C)OC)C)OC. Drug 2: C1CCC(CC1)NC(=O)N(CCCl)N=O. Cell line: COLO 205. Synergy scores: CSS=38.7, Synergy_ZIP=-6.77, Synergy_Bliss=-9.91, Synergy_Loewe=-21.8, Synergy_HSA=-7.89. (6) Drug 1: CS(=O)(=O)C1=CC(=C(C=C1)C(=O)NC2=CC(=C(C=C2)Cl)C3=CC=CC=N3)Cl. Drug 2: CCCCCOC(=O)NC1=NC(=O)N(C=C1F)C2C(C(C(O2)C)O)O. Cell line: ACHN. Synergy scores: CSS=-8.00, Synergy_ZIP=1.12, Synergy_Bliss=-4.56, Synergy_Loewe=-7.61, Synergy_HSA=-7.49. (7) Drug 1: C1=NC2=C(N1)C(=S)N=C(N2)N. Drug 2: CC1=C2C(C(=O)C3(C(CC4C(C3C(C(C2(C)C)(CC1OC(=O)C(C(C5=CC=CC=C5)NC(=O)OC(C)(C)C)O)O)OC(=O)C6=CC=CC=C6)(CO4)OC(=O)C)O)C)O. Cell line: NCIH23. Synergy scores: CSS=55.2, Synergy_ZIP=-10.0, Synergy_Bliss=-8.89, Synergy_Loewe=-8.57, Synergy_HSA=-6.03.